Dataset: Reaction yield outcomes from USPTO patents with 853,638 reactions. Task: Predict the reaction yield, written as a fraction of the theoretical maximum amount of product (1.0 means a 100% yield; for example, 0.34 means a 34% yield). The reactants are [K].Cl[CH:3]([CH:9]=O)[C:4]([O:6][CH2:7][CH3:8])=[O:5].[NH2:11][C:12]1[N:17]=[C:16]([CH3:18])[CH:15]=[CH:14][CH:13]=1.C(O)C. The catalyst is C(O)(=O)C. The product is [C:4]([C:3]1[N:17]2[C:16]([CH3:18])=[CH:15][CH:14]=[CH:13][C:12]2=[N:11][CH:9]=1)([O:6][CH2:7][CH3:8])=[O:5]. The yield is 0.571.